Dataset: Forward reaction prediction with 1.9M reactions from USPTO patents (1976-2016). Task: Predict the product of the given reaction. (1) Given the reactants [C:1]([Si:5]([O:8][C:9]1[CH:14]=[C:13]([F:15])[C:12]([F:16])=[CH:11][C:10]=1[O:17][CH3:18])([CH3:7])[CH3:6])([CH3:4])([CH3:3])[CH3:2].C([Li])CCC.CN(C)[CH:26]=[O:27].[Cl-].[NH4+], predict the reaction product. The product is: [C:1]([Si:5]([CH3:7])([CH3:6])[O:8][C:9]1[C:10]([O:17][CH3:18])=[C:11]([C:12]([F:16])=[C:13]([F:15])[CH:14]=1)[CH:26]=[O:27])([CH3:4])([CH3:3])[CH3:2]. (2) The product is: [Cl:14][C:12]1[N:11]=[C:10]2[C:6]([N:7]=[CH:8][N:9]2[CH:15]2[CH2:19][CH2:18][CH2:17][CH2:16]2)=[C:5]([NH:4][CH2:3][CH2:2][NH:1][C:35](=[O:36])[C:34]2[CH:38]=[CH:39][C:31]([Cl:30])=[CH:32][CH:33]=2)[N:13]=1. Given the reactants [NH2:1][CH2:2][CH2:3][NH:4][C:5]1[N:13]=[C:12]([Cl:14])[N:11]=[C:10]2[C:6]=1[N:7]=[CH:8][N:9]2[CH:15]1[CH2:19][CH2:18][CH2:17][CH2:16]1.C(Cl)Cl.C(N(CC)CC)C.[Cl:30][C:31]1[CH:39]=[CH:38][C:34]([C:35](Cl)=[O:36])=[CH:33][CH:32]=1, predict the reaction product. (3) Given the reactants [CH2:1](Cl)[CH2:2]Cl.Cl.CN.[CH:8]1[CH:9]=[CH:10][C:11]2N(O)N=N[C:12]=2[CH:13]=1.O.[CH2:19](N(CC)CC)[CH3:20].[CH3:26][N:27]([CH:29]=[O:30])C, predict the reaction product. The product is: [CH3:26][NH:27][C:29]([C:19]1[CH2:20][C:12]2[C:11]([C:1]=1[CH3:2])=[CH:10][CH:9]=[CH:8][CH:13]=2)=[O:30]. (4) The product is: [CH3:15][O:14][CH2:13][C:8]1([C:5]2[CH:6]=[CH:7][C:2]([N:16]3[CH:20]=[CH:19][CH:18]=[N:17]3)=[CH:3][CH:4]=2)[O:12][CH2:11][CH2:10][O:9]1. Given the reactants Br[C:2]1[CH:7]=[CH:6][C:5]([C:8]2([CH2:13][O:14][CH3:15])[O:12][CH2:11][CH2:10][O:9]2)=[CH:4][CH:3]=1.[NH:16]1[CH:20]=[CH:19][CH:18]=[N:17]1.N1C2C(=CC=CC=2O)C=CC=1.C(=O)([O-])[O-].[K+].[K+], predict the reaction product. (5) Given the reactants C(=O)([O-])[O-].[K+].[K+].[CH2:7]([O:9][C:10]([CH:12]1[C:18](=[O:19])[CH2:17][CH2:16][N:15]([C:20]([O:22][C:23]([CH3:26])([CH3:25])[CH3:24])=[O:21])[CH2:14][CH2:13]1)=[O:11])[CH3:8].Br[CH2:28][C:29]([O:31][CH2:32][CH3:33])=[O:30], predict the reaction product. The product is: [CH2:7]([O:9][C:10]([C:12]1([CH2:28][C:29]([O:31][CH2:32][CH3:33])=[O:30])[C:18](=[O:19])[CH2:17][CH2:16][N:15]([C:20]([O:22][C:23]([CH3:25])([CH3:24])[CH3:26])=[O:21])[CH2:14][CH2:13]1)=[O:11])[CH3:8].